Dataset: Catalyst prediction with 721,799 reactions and 888 catalyst types from USPTO. Task: Predict which catalyst facilitates the given reaction. (1) Reactant: [Cl:1][C:2]1[N:7]=[CH:6][C:5]2[CH2:8][C:9](=[O:11])[NH:10][C:4]=2[CH:3]=1.[Cl:12][C:13]1[C:14]([F:21])=[C:15]([CH:18]=[CH:19][CH:20]=1)[CH:16]=O.N1CCCCC1. Product: [Cl:1][C:2]1[N:7]=[CH:6][C:5]2/[C:8](=[CH:16]/[C:15]3[CH:18]=[CH:19][CH:20]=[C:13]([Cl:12])[C:14]=3[F:21])/[C:9](=[O:11])[NH:10][C:4]=2[CH:3]=1. The catalyst class is: 5. (2) Reactant: [Br:1][C:2]1[CH:7]=[CH:6][C:5]([C:8]2[CH:13]=[CH:12][C:11]([Cl:14])=[CH:10][CH:9]=2)=[CH:4][C:3]=1[CH:15]1[C:17]2([C:21](=[O:22])[C:20]([CH3:24])([CH3:23])[O:19][C:18]2([CH3:26])[CH3:25])[O:16]1.S(=O)(=O)(O)O. Product: [Br:1][C:2]1[CH:7]=[CH:6][C:5]([C:8]2[CH:9]=[CH:10][C:11]([Cl:14])=[CH:12][CH:13]=2)=[CH:4][C:3]=1[CH:15]1[C:21](=[O:22])[C:20]([CH3:23])([CH3:24])[O:19][C:18]([CH3:26])([CH3:25])[C:17]1=[O:16]. The catalyst class is: 4.